This data is from NCI-60 drug combinations with 297,098 pairs across 59 cell lines. The task is: Regression. Given two drug SMILES strings and cell line genomic features, predict the synergy score measuring deviation from expected non-interaction effect. (1) Drug 1: CNC(=O)C1=CC=CC=C1SC2=CC3=C(C=C2)C(=NN3)C=CC4=CC=CC=N4. Drug 2: CC1=CC2C(CCC3(C2CCC3(C(=O)C)OC(=O)C)C)C4(C1=CC(=O)CC4)C. Cell line: RPMI-8226. Synergy scores: CSS=-1.88, Synergy_ZIP=0.900, Synergy_Bliss=0.105, Synergy_Loewe=-5.10, Synergy_HSA=-4.87. (2) Drug 1: CS(=O)(=O)C1=CC(=C(C=C1)C(=O)NC2=CC(=C(C=C2)Cl)C3=CC=CC=N3)Cl. Drug 2: CC1C(C(CC(O1)OC2CC(OC(C2O)C)OC3=CC4=CC5=C(C(=O)C(C(C5)C(C(=O)C(C(C)O)O)OC)OC6CC(C(C(O6)C)O)OC7CC(C(C(O7)C)O)OC8CC(C(C(O8)C)O)(C)O)C(=C4C(=C3C)O)O)O)O. Cell line: UACC-257. Synergy scores: CSS=13.4, Synergy_ZIP=24.5, Synergy_Bliss=23.9, Synergy_Loewe=23.0, Synergy_HSA=21.9. (3) Drug 1: CNC(=O)C1=CC=CC=C1SC2=CC3=C(C=C2)C(=NN3)C=CC4=CC=CC=N4. Drug 2: CC1=C(C=C(C=C1)C(=O)NC2=CC(=CC(=C2)C(F)(F)F)N3C=C(N=C3)C)NC4=NC=CC(=N4)C5=CN=CC=C5. Cell line: MALME-3M. Synergy scores: CSS=-2.45, Synergy_ZIP=0.518, Synergy_Bliss=0.680, Synergy_Loewe=-2.04, Synergy_HSA=-1.86. (4) Drug 1: CNC(=O)C1=CC=CC=C1SC2=CC3=C(C=C2)C(=NN3)C=CC4=CC=CC=N4. Drug 2: C1=CC(=CC=C1CCC2=CNC3=C2C(=O)NC(=N3)N)C(=O)NC(CCC(=O)O)C(=O)O. Cell line: SK-MEL-5. Synergy scores: CSS=-1.62, Synergy_ZIP=-0.184, Synergy_Bliss=2.03, Synergy_Loewe=-7.55, Synergy_HSA=-4.16. (5) Synergy scores: CSS=0.761, Synergy_ZIP=-1.56, Synergy_Bliss=-4.18, Synergy_Loewe=-0.489, Synergy_HSA=-4.52. Drug 1: CC1=C(C=C(C=C1)C(=O)NC2=CC(=CC(=C2)C(F)(F)F)N3C=C(N=C3)C)NC4=NC=CC(=N4)C5=CN=CC=C5. Cell line: NCI/ADR-RES. Drug 2: C1C(C(OC1N2C=NC3=C2NC=NCC3O)CO)O. (6) Drug 2: C1=CN(C=N1)CC(O)(P(=O)(O)O)P(=O)(O)O. Drug 1: C1=CC(=CC=C1CC(C(=O)O)N)N(CCCl)CCCl.Cl. Cell line: A498. Synergy scores: CSS=-1.93, Synergy_ZIP=-0.385, Synergy_Bliss=-0.973, Synergy_Loewe=-6.64, Synergy_HSA=-4.65.